From a dataset of NCI-60 drug combinations with 297,098 pairs across 59 cell lines. Regression. Given two drug SMILES strings and cell line genomic features, predict the synergy score measuring deviation from expected non-interaction effect. (1) Drug 1: CC1CCC2CC(C(=CC=CC=CC(CC(C(=O)C(C(C(=CC(C(=O)CC(OC(=O)C3CCCCN3C(=O)C(=O)C1(O2)O)C(C)CC4CCC(C(C4)OC)OCCO)C)C)O)OC)C)C)C)OC. Drug 2: CC(C)NC(=O)C1=CC=C(C=C1)CNNC.Cl. Cell line: UACC62. Synergy scores: CSS=4.77, Synergy_ZIP=-1.71, Synergy_Bliss=0.501, Synergy_Loewe=-5.97, Synergy_HSA=0.311. (2) Drug 1: C1=NC(=NC(=O)N1C2C(C(C(O2)CO)O)O)N. Drug 2: C(=O)(N)NO. Cell line: OVCAR-5. Synergy scores: CSS=15.0, Synergy_ZIP=-5.73, Synergy_Bliss=1.14, Synergy_Loewe=-15.3, Synergy_HSA=-0.0791. (3) Drug 1: CC(C)NC(=O)C1=CC=C(C=C1)CNNC.Cl. Drug 2: CC1=C(C(=O)C2=C(C1=O)N3CC4C(C3(C2COC(=O)N)OC)N4)N. Cell line: K-562. Synergy scores: CSS=3.24, Synergy_ZIP=-2.35, Synergy_Bliss=0.00816, Synergy_Loewe=-42.1, Synergy_HSA=-9.45. (4) Drug 1: CC12CCC3C(C1CCC2=O)CC(=C)C4=CC(=O)C=CC34C. Drug 2: C(=O)(N)NO. Cell line: NCI-H522. Synergy scores: CSS=17.5, Synergy_ZIP=0.0695, Synergy_Bliss=0.742, Synergy_Loewe=-15.9, Synergy_HSA=1.11. (5) Drug 1: CC1CCC2CC(C(=CC=CC=CC(CC(C(=O)C(C(C(=CC(C(=O)CC(OC(=O)C3CCCCN3C(=O)C(=O)C1(O2)O)C(C)CC4CCC(C(C4)OC)O)C)C)O)OC)C)C)C)OC. Drug 2: C1=CC=C(C(=C1)C(C2=CC=C(C=C2)Cl)C(Cl)Cl)Cl. Cell line: SK-OV-3. Synergy scores: CSS=-1.49, Synergy_ZIP=-1.13, Synergy_Bliss=-2.88, Synergy_Loewe=-3.78, Synergy_HSA=-2.56. (6) Drug 1: CC1=CC=C(C=C1)C2=CC(=NN2C3=CC=C(C=C3)S(=O)(=O)N)C(F)(F)F. Drug 2: C(CC(=O)O)C(=O)CN.Cl. Cell line: UACC-257. Synergy scores: CSS=4.71, Synergy_ZIP=0.308, Synergy_Bliss=3.28, Synergy_Loewe=0.0683, Synergy_HSA=-0.0486.